This data is from Peptide-MHC class I binding affinity with 185,985 pairs from IEDB/IMGT. The task is: Regression. Given a peptide amino acid sequence and an MHC pseudo amino acid sequence, predict their binding affinity value. This is MHC class I binding data. The peptide sequence is LYIIKLVFLW. The MHC is HLA-A29:02 with pseudo-sequence HLA-A29:02. The binding affinity (normalized) is 0.0417.